This data is from Catalyst prediction with 721,799 reactions and 888 catalyst types from USPTO. The task is: Predict which catalyst facilitates the given reaction. (1) Reactant: C([N:8]1[CH2:12][C@@H:11]2[C@H:13]([OH:16])[CH2:14][CH2:15][C@@H:10]2[CH2:9]1)C1C=CC=CC=1.[H][H]. Product: [CH2:9]1[C@H:10]2[CH2:15][CH2:14][C@@H:13]([OH:16])[C@H:11]2[CH2:12][NH:8]1. The catalyst class is: 8. (2) Reactant: FC(F)(F)S(O[C:7]1[CH:8]=[CH:9][C:10]2[O:14][C:13]([C:15]3[CH:20]=[CH:19][C:18]([F:21])=[CH:17][CH:16]=3)=[C:12]([C:22](=[O:25])[NH:23][CH3:24])[C:11]=2[CH:26]=1)(=O)=O.B([C:32]1[CH:33]=[C:34]([CH:38]=[CH:39][C:40]=1[O:41][CH3:42])[C:35]([OH:37])=[O:36])(O)O.C(=O)([O-])[O-].[Cs+].[Cs+].O1CCOCC1. Product: [F:21][C:18]1[CH:19]=[CH:20][C:15]([C:13]2[O:14][C:10]3[CH:9]=[CH:8][C:7]([C:32]4[CH:33]=[C:34]([CH:38]=[CH:39][C:40]=4[O:41][CH3:42])[C:35]([OH:37])=[O:36])=[CH:26][C:11]=3[C:12]=2[C:22](=[O:25])[NH:23][CH3:24])=[CH:16][CH:17]=1. The catalyst class is: 6. (3) The catalyst class is: 52. Reactant: [CH:1]([N:4]1[C:8]2[CH:9]=[C:10]([NH2:13])[CH:11]=[CH:12][C:7]=2[N:6]=[CH:5]1)([CH3:3])[CH3:2].[Br:14]Br.N.CO.C(Cl)Cl. Product: [CH:1]([N:4]1[C:8]2[C:9]([Br:14])=[C:10]([NH2:13])[CH:11]=[CH:12][C:7]=2[N:6]=[CH:5]1)([CH3:3])[CH3:2]. (4) Reactant: [F:1][C:2]1[CH:11]=[C:10]([F:12])[CH:9]=[C:8]2[C:3]=1[C:4]([C:14]1[C:22]3[C:17](=[C:18]([CH2:23][S:24][CH3:25])[CH:19]=[CH:20][CH:21]=3)[NH:16][CH:15]=1)([CH3:13])[CH2:5][CH2:6][O:7]2.ClCCl.ClC1C=CC=C(C(OO)=[O:37])C=1. Product: [F:1][C:2]1[CH:11]=[C:10]([F:12])[CH:9]=[C:8]2[C:3]=1[C:4]([C:14]1[C:22]3[C:17](=[C:18]([CH2:23][S:24]([CH3:25])=[O:37])[CH:19]=[CH:20][CH:21]=3)[NH:16][CH:15]=1)([CH3:13])[CH2:5][CH2:6][O:7]2. The catalyst class is: 5. (5) Reactant: [CH3:1][C:2]1[N:3]=[CH:4][NH:5][CH:6]=1.[CH2:7](Br)[CH:8]=[CH2:9].C(N(CC)C(C)C)(C)C. Product: [CH2:9]([N:5]1[CH:6]=[C:2]([CH3:1])[N:3]=[CH:4]1)[CH:8]=[CH2:7]. The catalyst class is: 3. (6) Reactant: [SH:1][C:2]1[N:6]=[CH:5][NH:4][N:3]=1.[CH2:7](O[K])C.ClC[CH:13]([C:22]1[CH:27]=[CH:26][CH:25]=[CH:24][CH:23]=1)[CH2:14][Si:15]([O:20][CH3:21])([O:18][CH3:19])[O:16][CH3:17]. Product: [CH3:21][O:20][Si:15]([O:16][CH3:17])([O:18][CH3:19])[CH2:14][CH2:13][C:22]1[CH:23]=[CH:24][C:25]([CH2:7][S:1][C:2]2[N:6]=[CH:5][NH:4][N:3]=2)=[CH:26][CH:27]=1. The catalyst class is: 8.